This data is from Reaction yield outcomes from USPTO patents with 853,638 reactions. The task is: Predict the reaction yield, written as a fraction of the theoretical maximum amount of product (1.0 means a 100% yield; for example, 0.34 means a 34% yield). (1) The reactants are Cl[C:2](OC1C=CC([N+]([O-])=O)=CC=1)=[O:3].[NH2:14][CH:15]1[CH2:20][CH2:19][CH:18]([C:21]([NH2:23])=[O:22])[CH2:17][CH2:16]1.CCN(C(C)C)C(C)C.CS(O)(=O)=O.[NH2:38][CH2:39][C:40]1[CH:41]=[C:42]2[C:46](=[CH:47][CH:48]=1)[C:45](=[O:49])[N:44]([CH:50]1[CH2:55][CH2:54][C:53](=[O:56])[NH:52][C:51]1=[O:57])[CH2:43]2. The catalyst is CC#N. The product is [O:57]=[C:51]1[CH:50]([N:44]2[CH2:43][C:42]3[C:46](=[CH:47][CH:48]=[C:40]([CH2:39][NH:38][C:2](=[O:3])[NH:14][CH:15]4[CH2:20][CH2:19][CH:18]([C:21]([NH2:23])=[O:22])[CH2:17][CH2:16]4)[CH:41]=3)[C:45]2=[O:49])[CH2:55][CH2:54][C:53](=[O:56])[NH:52]1. The yield is 0.300. (2) The reactants are [I:1][C:2]1[C:7]([NH2:8])=[CH:6][CH:5]=[C:4]([C:9]([F:12])([F:11])[F:10])[N:3]=1.[C:20](O[C:20]([C:22]([F:25])([F:24])[F:23])=[O:21])([C:22]([F:25])([F:24])[F:23])=[O:21].N1C=[CH:30][CH:29]=[CH:28][CH:27]=1.C(Br)/C=C/C.C([O-])([O-])=O.[K+].[K+]. The catalyst is C(Cl)Cl.O. The product is [CH2:27]([N:8]([C:7]1[C:2]([I:1])=[N:3][C:4]([C:9]([F:10])([F:11])[F:12])=[CH:5][CH:6]=1)[C:20](=[O:21])[C:22]([F:23])([F:24])[F:25])[CH:28]=[CH:29][CH3:30]. The yield is 0.710.